Task: Predict the product of the given reaction.. Dataset: Forward reaction prediction with 1.9M reactions from USPTO patents (1976-2016) (1) Given the reactants ClC([O:4][C:5](Cl)(Cl)Cl)=O.[CH2:9]([NH:14][S:15]([C:18]1[CH:23]=[CH:22][C:21]([NH2:24])=[CH:20][CH:19]=1)(=[O:17])=[O:16])[CH2:10][CH2:11][CH2:12][CH3:13], predict the reaction product. The product is: [CH2:9]([NH:14][S:15]([C:18]1[CH:19]=[CH:20][C:21]([N:24]=[C:5]=[O:4])=[CH:22][CH:23]=1)(=[O:17])=[O:16])[CH2:10][CH2:11][CH2:12][CH3:13]. (2) Given the reactants [C:1]([O:4][C:5]1[CH:10]=[CH:9][C:8](O)=[C:7](Cl)[CH:6]=1)(=[O:3])[CH3:2].[C:13]([O:16][C:17]1[CH:18]=[C:19]([CH:22]=[C:23]([O:25][C:26](=[O:28])[CH3:27])[CH:24]=1)[CH:20]=[CH2:21])(=[O:15])[CH3:14].[O-]P(OP(OP([O-])([O-])=O)([O-])=O)(=O)[O-].[K+].[K+].[K+].[K+].[K+].C12(P(C34CC5CC(CC(C5)C3)C4)CCCC)CC3CC(CC(C3)C1)C2, predict the reaction product. The product is: [C:13]([O:16][C:17]1[CH:18]=[C:19](/[CH:20]=[CH:21]/[C:8]2[CH:9]=[CH:10][C:5]([O:4][C:1](=[O:3])[CH3:2])=[CH:6][CH:7]=2)[CH:22]=[C:23]([O:25][C:26](=[O:28])[CH3:27])[CH:24]=1)(=[O:15])[CH3:14]. (3) Given the reactants Cl.[CH3:2][N:3]([CH3:10])[CH2:4]/[CH:5]=[CH:6]/[C:7](O)=[O:8].[F:11][C:12]1[CH:13]=[C:14]([NH:18][C:19]2[N:24]=[C:23]([NH:25][CH2:26][CH2:27][CH2:28][O:29][CH3:30])[C:22]([C:31]#[C:32][CH2:33][CH2:34][CH2:35][NH:36][C:37](=[O:42])[C@@H:38]([NH:40][CH3:41])[CH3:39])=[CH:21][N:20]=2)[CH:15]=[CH:16][CH:17]=1.C1(N)C(F)=C(F)C(F)=C(N)C=1F.Cl.Cl, predict the reaction product. The product is: [CH3:2][N:3]([CH3:10])[CH2:4]/[CH:5]=[CH:6]/[C:7]([N:40]([C@@H:38]([CH3:39])[C:37]([NH:36][CH2:35][CH2:34][CH2:33][C:32]#[C:31][C:22]1[C:23]([NH:25][CH2:26][CH2:27][CH2:28][O:29][CH3:30])=[N:24][C:19]([NH:18][C:14]2[CH:15]=[CH:16][CH:17]=[C:12]([F:11])[CH:13]=2)=[N:20][CH:21]=1)=[O:42])[CH3:41])=[O:8]. (4) Given the reactants [F:1][CH:2]([F:11])[CH:3](O)[CH2:4][C:5]([O:7][CH2:8][CH3:9])=[O:6].O=P12OP3(OP(OP(O3)(O1)=O)(=O)O2)=O, predict the reaction product. The product is: [F:1][CH:2]([F:11])/[CH:3]=[CH:4]/[C:5]([O:7][CH2:8][CH3:9])=[O:6]. (5) The product is: [CH3:21][O:22][C:23]1[CH:28]=[C:27]([C:2]2[S:6][C:5]([C:7]([N:9]([CH3:20])[C:10]3[CH:15]=[CH:14][CH:13]=[C:12]([C:16]([F:19])([F:18])[F:17])[CH:11]=3)=[O:8])=[CH:4][CH:3]=2)[CH:26]=[CH:25][CH:24]=1. Given the reactants Br[C:2]1[S:6][C:5]([C:7]([N:9]([CH3:20])[C:10]2[CH:15]=[CH:14][CH:13]=[C:12]([C:16]([F:19])([F:18])[F:17])[CH:11]=2)=[O:8])=[CH:4][CH:3]=1.[CH3:21][O:22][C:23]1[CH:24]=[C:25](B(O)O)[CH:26]=[CH:27][CH:28]=1, predict the reaction product. (6) Given the reactants Cl[C:2]1[N:10]=[CH:9][CH:8]=[CH:7][C:3]=1[C:4](Cl)=[O:5].[CH2:11]([NH:13][CH2:14][CH3:15])[CH3:12].C(N(CC)CC)C.C(Cl)[Cl:24], predict the reaction product. The product is: [Cl:24][C:9]1[CH:8]=[CH:7][C:3]([C:4]([N:13]([CH2:14][CH3:15])[CH2:11][CH3:12])=[O:5])=[CH:2][N:10]=1. (7) Given the reactants Cl[C:2]1[N:7]=[C:6]([NH:8][CH:9]2[CH2:11][CH2:10]2)[C:5]([Cl:12])=[CH:4][N:3]=1.C[O:14][CH:15](OC)[C:16]1[CH:17]=[C:18]([CH:20]=[CH:21][CH:22]=1)[NH2:19].C1(C)C=CC(S(O)(=O)=O)=CC=1.C([O-])(O)=O.[Na+], predict the reaction product. The product is: [Cl:12][C:5]1[C:6]([NH:8][CH:9]2[CH2:11][CH2:10]2)=[N:7][C:2]([NH:19][C:18]2[CH:17]=[C:16]([CH:15]=[O:14])[CH:22]=[CH:21][CH:20]=2)=[N:3][CH:4]=1. (8) Given the reactants Br[C:2]1[CH:23]=[CH:22][C:5]([CH2:6][N:7]2[C:11]([CH2:12]CC)=[N:10][N:9]([C:15]3[CH:20]=[CH:19][CH:18]=[CH:17]N=3)[C:8]2=[O:21])=[CH:4][C:3]=1[CH3:24].[C:25](=O)([O-])[O-].[Na+].[Na+].B([C:34]1[CH:38]=[C:37]([CH3:39])[S:36][C:35]=1[S:40]([N:43]([C:50]1[C:54]([CH3:55])=[C:53]([CH3:56])[O:52][N:51]=1)[CH2:44][O:45][CH2:46][CH2:47][O:48][CH3:49])(=[O:42])=[O:41])(O)O, predict the reaction product. The product is: [CH3:55][C:54]1[C:50]([N:43]([CH2:44][O:45][CH2:46][CH2:47][O:48][CH3:49])[S:40]([C:35]2[S:36][C:37]([CH3:39])=[CH:38][C:34]=2[C:2]2[CH:23]=[CH:22][C:5]([CH2:6][N:7]3[C:8](=[O:21])[N:9]([C:15]4[CH:20]=[CH:19][CH:18]=[CH:17][CH:25]=4)[N:10]=[C:11]3[CH3:12])=[CH:4][C:3]=2[CH3:24])(=[O:42])=[O:41])=[N:51][O:52][C:53]=1[CH3:56]. (9) Given the reactants [CH3:1][N:2]1[CH:6](NC)[CH:5]([C:9]2[CH:10]=[C:11]3[C:17]([C:18]4[CH:23]=[CH:22][CH:21]=[CH:20][CH:19]=4)=[N:16][N:15](C4CCCCO4)[C:12]3=[CH:13][N:14]=2)[CH2:4][C:3]1=[O:30].FC(F)(F)C(O)=O, predict the reaction product. The product is: [CH3:1][N:2]1[CH2:6][C:5]([C:9]2[CH:10]=[C:11]3[C:17]([C:18]4[CH:23]=[CH:22][CH:21]=[CH:20][CH:19]=4)=[N:16][NH:15][C:12]3=[CH:13][N:14]=2)=[CH:4][C:3]1=[O:30].